This data is from Full USPTO retrosynthesis dataset with 1.9M reactions from patents (1976-2016). The task is: Predict the reactants needed to synthesize the given product. (1) The reactants are: Cl[C:2]1[N:7]=[C:6]([C:8]2[C:16]3[C:11](=[CH:12][CH:13]=[CH:14][CH:15]=3)[NH:10][CH:9]=2)[C:5]([CH3:17])=[CH:4][N:3]=1.[CH3:18][O:19][C:20]1[CH:26]=[C:25]([N:27]2[CH2:32][CH2:31][CH:30]([N:33]3[CH2:38][CH2:37][N:36]([CH3:39])[CH2:35][CH2:34]3)[CH2:29][CH2:28]2)[C:24]([CH3:40])=[CH:23][C:21]=1[NH2:22]. Given the product [NH:10]1[C:11]2[C:16](=[CH:15][CH:14]=[CH:13][CH:12]=2)[C:8]([C:6]2[C:5]([CH3:17])=[CH:4][N:3]=[C:2]([NH:22][C:21]3[CH:23]=[C:24]([CH3:40])[C:25]([N:27]4[CH2:32][CH2:31][CH:30]([N:33]5[CH2:38][CH2:37][N:36]([CH3:39])[CH2:35][CH2:34]5)[CH2:29][CH2:28]4)=[CH:26][C:20]=3[O:19][CH3:18])[N:7]=2)=[CH:9]1, predict the reactants needed to synthesize it. (2) Given the product [CH3:1][P:2](=[O:7])([O:5][CH3:6])[O:3][CH3:4].[O:17]=[O:16], predict the reactants needed to synthesize it. The reactants are: [CH3:1][P:2](=[O:7])([O:5][CH3:6])[O:3][CH3:4].[P].[S].C1([OH:16])C=CC=CC=1.[OH2:17].